From a dataset of Full USPTO retrosynthesis dataset with 1.9M reactions from patents (1976-2016). Predict the reactants needed to synthesize the given product. (1) Given the product [CH2:18]([N:25]1[CH2:30][CH2:29][N:28]([C:6](=[O:7])[C:5]2[CH:4]=[C:3]([C:2]([F:17])([F:16])[F:1])[CH:11]=[C:10]([C:12]([F:15])([F:14])[F:13])[CH:9]=2)[C@H:27]([CH2:31][C:32]2[CH:37]=[CH:36][C:35]([CH3:38])=[C:34]([O:39][CH3:40])[CH:33]=2)[CH2:26]1)[C:19]1[CH:20]=[CH:21][CH:22]=[CH:23][CH:24]=1, predict the reactants needed to synthesize it. The reactants are: [F:1][C:2]([F:17])([F:16])[C:3]1[CH:4]=[C:5]([CH:9]=[C:10]([C:12]([F:15])([F:14])[F:13])[CH:11]=1)[C:6](Cl)=[O:7].[CH2:18]([N:25]1[CH2:30][CH2:29][NH:28][C@H:27]([CH2:31][C:32]2[CH:37]=[CH:36][C:35]([CH3:38])=[C:34]([O:39][CH3:40])[CH:33]=2)[CH2:26]1)[C:19]1[CH:24]=[CH:23][CH:22]=[CH:21][CH:20]=1.C(N(CC)CC)C. (2) Given the product [OH:31][C@H:30]([C:32]1[CH:33]=[CH:34][C:35]([OH:43])=[C:36]([NH:38][S:39]([CH3:42])(=[O:41])=[O:40])[CH:37]=1)[CH2:29][NH:28][CH:20]1[CH2:19][CH2:18][N:17]([C:14]2[CH:15]=[CH:16][C:11]([C:10]3[N:6]([CH2:5][C:4]([O:3][CH2:1][CH3:2])=[O:27])[N:7]=[N:8][N:9]=3)=[CH:12][CH:13]=2)[CH2:26][CH2:25]1, predict the reactants needed to synthesize it. The reactants are: [CH2:1]([O:3][C:4](=[O:27])[CH2:5][N:6]1[C:10]([C:11]2[CH:16]=[CH:15][C:14]([N:17]3[CH2:26][CH2:25][C:20]4(OCCO4)[CH2:19][CH2:18]3)=[CH:13][CH:12]=2)=[N:9][N:8]=[N:7]1)[CH3:2].[NH2:28][CH2:29][C@@H:30]([C:32]1[CH:33]=[CH:34][C:35]([OH:43])=[C:36]([NH:38][S:39]([CH3:42])(=[O:41])=[O:40])[CH:37]=1)[OH:31]. (3) Given the product [C:48]([NH:47][CH2:46][CH2:45][NH:44][C:34]([C:33]1[CH:32]=[C:31]([CH:39]=[CH:38][CH:37]=1)[CH2:30][NH:29][C:27]([C@:11]12[CH2:23][CH2:22][C@@H:21]([C:24]([CH3:26])=[CH2:25])[C@@H:12]1[C@@H:13]1[C@@:8]([CH3:40])([CH2:9][CH2:10]2)[C@@:7]2([CH3:41])[C@@H:16]([C@:17]3([CH3:20])[C@@H:4]([CH2:5][CH2:6]2)[C:3]([CH3:43])([CH3:42])[C@@H:2]([OH:1])[CH2:19][CH2:18]3)[CH2:15][CH2:14]1)=[O:28])=[O:36])(=[O:50])[CH3:49], predict the reactants needed to synthesize it. The reactants are: [OH:1][C@H:2]1[CH2:19][CH2:18][C@@:17]2([CH3:20])[C@@H:4]([CH2:5][CH2:6][C@:7]3([CH3:41])[C@@H:16]2[CH2:15][CH2:14][C@H:13]2[C@@:8]3([CH3:40])[CH2:9][CH2:10][C@@:11]3([C:27]([NH:29][CH2:30][C:31]4[CH:32]=[C:33]([CH:37]=[CH:38][CH:39]=4)[C:34]([OH:36])=O)=[O:28])[CH2:23][CH2:22][C@@H:21]([C:24]([CH3:26])=[CH2:25])[C@@H:12]32)[C:3]1([CH3:43])[CH3:42].[NH2:44][CH2:45][CH2:46][NH:47][C:48](=[O:50])[CH3:49].CCN=C=NCCCN(C)C.ON1C2N=CC=CC=2N=N1.CN1CCOCC1. (4) Given the product [Cl:23][C:19]1[CH:18]=[C:17]2[C:22]([C:14]([CH2:25][C:26]3[CH:31]=[CH:30][CH:29]=[C:28]([Cl:32])[CH:27]=3)([N:11]3[CH2:12][CH2:13][NH:8][CH2:9][CH2:10]3)[C:15](=[O:24])[NH:16]2)=[CH:21][CH:20]=1, predict the reactants needed to synthesize it. The reactants are: C(OC([N:8]1[CH2:13][CH2:12][N:11]([C:14]2([CH2:25][C:26]3[CH:31]=[CH:30][CH:29]=[C:28]([Cl:32])[CH:27]=3)[C:22]3[C:17](=[CH:18][C:19]([Cl:23])=[CH:20][CH:21]=3)[NH:16][C:15]2=[O:24])[CH2:10][CH2:9]1)=O)(C)(C)C. (5) Given the product [Cl:1][CH2:2]/[C:3](/[O:11][CH2:14][CH3:15])=[CH:4]\[C:5]([O:7][CH2:8][CH2:9][CH3:10])=[O:6], predict the reactants needed to synthesize it. The reactants are: [Cl:1][CH2:2][C:3](=[O:11])[CH2:4][C:5]([O:7][CH2:8][CH2:9][CH3:10])=[O:6].C(OCC)(OCC)O[CH2:14][CH3:15].O=P12OP3(OP(OP(O3)(O1)=O)(=O)O2)=O.